This data is from NCI-60 drug combinations with 297,098 pairs across 59 cell lines. The task is: Regression. Given two drug SMILES strings and cell line genomic features, predict the synergy score measuring deviation from expected non-interaction effect. (1) Drug 1: CC(CN1CC(=O)NC(=O)C1)N2CC(=O)NC(=O)C2. Drug 2: C1CN(P(=O)(OC1)NCCCl)CCCl. Cell line: HOP-92. Synergy scores: CSS=19.9, Synergy_ZIP=1.09, Synergy_Bliss=4.12, Synergy_Loewe=-5.25, Synergy_HSA=2.57. (2) Drug 1: CC1=CC=C(C=C1)C2=CC(=NN2C3=CC=C(C=C3)S(=O)(=O)N)C(F)(F)F. Drug 2: CC(C)(C#N)C1=CC(=CC(=C1)CN2C=NC=N2)C(C)(C)C#N. Cell line: HCT-15. Synergy scores: CSS=-21.4, Synergy_ZIP=9.41, Synergy_Bliss=6.20, Synergy_Loewe=-17.8, Synergy_HSA=-14.4. (3) Drug 1: C1=CC(=CC=C1CC(C(=O)O)N)N(CCCl)CCCl.Cl. Drug 2: C(CC(=O)O)C(=O)CN.Cl. Cell line: A549. Synergy scores: CSS=28.4, Synergy_ZIP=-9.49, Synergy_Bliss=-6.78, Synergy_Loewe=-21.6, Synergy_HSA=-6.96. (4) Drug 1: C1C(C(OC1N2C=C(C(=O)NC2=O)F)CO)O. Drug 2: CC1=C(C(=O)C2=C(C1=O)N3CC4C(C3(C2COC(=O)N)OC)N4)N. Cell line: SK-OV-3. Synergy scores: CSS=23.6, Synergy_ZIP=-9.53, Synergy_Bliss=-0.705, Synergy_Loewe=-0.880, Synergy_HSA=-0.241. (5) Drug 1: C1=CC(=CC=C1CCCC(=O)O)N(CCCl)CCCl. Drug 2: CN(CCCl)CCCl.Cl. Cell line: SK-OV-3. Synergy scores: CSS=0.454, Synergy_ZIP=-4.14, Synergy_Bliss=-9.07, Synergy_Loewe=-9.96, Synergy_HSA=-9.85. (6) Drug 1: CC1=C(C=C(C=C1)NC(=O)C2=CC=C(C=C2)CN3CCN(CC3)C)NC4=NC=CC(=N4)C5=CN=CC=C5. Drug 2: CC1CCC2CC(C(=CC=CC=CC(CC(C(=O)C(C(C(=CC(C(=O)CC(OC(=O)C3CCCCN3C(=O)C(=O)C1(O2)O)C(C)CC4CCC(C(C4)OC)OCCO)C)C)O)OC)C)C)C)OC. Synergy scores: CSS=-12.9, Synergy_ZIP=8.67, Synergy_Bliss=5.19, Synergy_Loewe=-1.22, Synergy_HSA=-3.65. Cell line: U251.